Dataset: Catalyst prediction with 721,799 reactions and 888 catalyst types from USPTO. Task: Predict which catalyst facilitates the given reaction. Reactant: C(O)=O.C(OC([N:11]1[C:19]2[C:14](=[CH:15][CH:16]=[C:17]([Cl:20])[CH:18]=2)[CH:13]=[C:12]1[C:21]1[CH:26]=[CH:25][CH:24]=[C:23]([C:27]2([CH3:34])[N:32]=[C:31]([NH2:33])[CH2:30][O:29][CH2:28]2)[CH:22]=1)=O)(C)(C)C.Cl. Product: [ClH:20].[Cl:20][C:17]1[CH:18]=[C:19]2[C:14]([CH:13]=[C:12]([C:21]3[CH:22]=[C:23]([C:27]4([CH3:34])[CH2:28][O:29][CH2:30][C:31]([NH2:33])=[N:32]4)[CH:24]=[CH:25][CH:26]=3)[NH:11]2)=[CH:15][CH:16]=1. The catalyst class is: 12.